This data is from Reaction yield outcomes from USPTO patents with 853,638 reactions. The task is: Predict the reaction yield, written as a fraction of the theoretical maximum amount of product (1.0 means a 100% yield; for example, 0.34 means a 34% yield). (1) The reactants are [C:1]1([CH3:15])[CH:6]=[C:5]([CH3:7])[CH:4]=[C:3]([CH3:8])[C:2]=1[NH:9][CH2:10][C:11](OC)=[O:12].O.[NH2:17][NH2:18]. The catalyst is CCO. The product is [C:1]1([CH3:15])[CH:6]=[C:5]([CH3:7])[CH:4]=[C:3]([CH3:8])[C:2]=1[NH:9][CH2:10][C:11]([NH:17][NH2:18])=[O:12]. The yield is 0.250. (2) The product is [CH2:1]([N:8]1[CH:17]=[CH:18][C:19]([CH:15]=[O:14])=[CH:20]1)[C:2]1[CH:7]=[CH:6][CH:5]=[CH:4][CH:3]=1. The yield is 0.688. The catalyst is C(OCC)(=O)C. The reactants are [CH2:1]([NH2:8])[C:2]1[CH:7]=[CH:6][CH:5]=[CH:4][CH:3]=1.C(O)(=O)C.C[O:14][CH:15]1[CH:19]([CH:20]=O)[CH2:18][CH:17](OC)O1.O.